Dataset: Forward reaction prediction with 1.9M reactions from USPTO patents (1976-2016). Task: Predict the product of the given reaction. (1) Given the reactants [OH-].[Na+].[O:3]1[CH:7]=[CH:6][C:5]([C:8]([N:10]2[CH2:14][CH2:13][CH2:12][C@H:11]2[C:15]([O:17]C)=[O:16])=[O:9])=[CH:4]1.Cl, predict the reaction product. The product is: [O:3]1[CH:7]=[CH:6][C:5]([C:8]([N:10]2[CH2:14][CH2:13][CH2:12][C@H:11]2[C:15]([OH:17])=[O:16])=[O:9])=[CH:4]1. (2) Given the reactants [OH:1][C@H:2]([CH2:26][OH:27])[CH2:3][N:4]1[C:9](=[O:10])[C:8]2[C:11]([NH:17][C:18]3[CH:23]=[CH:22][C:21]([I:24])=[CH:20][C:19]=3[F:25])=[CH:12][C:13](=[O:16])[N:14]([CH3:15])[C:7]=2[N:6]=[CH:5]1.[B-](F)(F)(F)[F:29].[B-](F)(F)(F)F.C1[N+]2(CCl)CC[N+](F)(CC2)C1, predict the reaction product. The product is: [OH:1][C@H:2]([CH2:26][OH:27])[CH2:3][N:4]1[C:9](=[O:10])[C:8]2[C:11]([NH:17][C:18]3[CH:23]=[CH:22][C:21]([I:24])=[CH:20][C:19]=3[F:25])=[C:12]([F:29])[C:13](=[O:16])[N:14]([CH3:15])[C:7]=2[N:6]=[CH:5]1. (3) Given the reactants [C:1]([O:9][CH2:10][CH2:11][CH2:12][CH2:13][N:14]1[CH:18]=[C:17]([C:19]([OH:21])=O)[N:16]=[N:15]1)(=[O:8])[C:2]1[CH:7]=[CH:6][CH:5]=[CH:4][CH:3]=1.[F:22][C:23]([F:34])([F:33])[O:24][C:25]1[CH:26]=[C:27]([CH2:31][NH2:32])[CH:28]=[CH:29][CH:30]=1.CN(C(ON1N=NC2C=CC=NC1=2)=[N+](C)C)C.F[P-](F)(F)(F)(F)F.CCN(C(C)C)C(C)C, predict the reaction product. The product is: [C:1]([O:9][CH2:10][CH2:11][CH2:12][CH2:13][N:14]1[CH:18]=[C:17]([C:19](=[O:21])[NH:32][CH2:31][C:27]2[CH:28]=[CH:29][CH:30]=[C:25]([O:24][C:23]([F:22])([F:33])[F:34])[CH:26]=2)[N:16]=[N:15]1)(=[O:8])[C:2]1[CH:3]=[CH:4][CH:5]=[CH:6][CH:7]=1. (4) Given the reactants F[C:2]1[CH:7]=[C:6]([F:8])[CH:5]=[CH:4][C:3]=1[NH:9][C:10]1[CH:15]=[CH:14][C:13]([C:16]([C:18]2[CH:23]=[C:22]([N:24]3[CH:28]=[C:27]([CH2:29][CH2:30][OH:31])[N:26]=[N:25]3)[CH:21]=[CH:20][C:19]=2[CH3:32])=[O:17])=[C:12]([CH3:33])[CH:11]=1.BrC1C=CC(C(C2C=C(N3C=C(CCO)N=N3)C=CC=2C)=O)=C(C)C=1.[Cl:59]C1C=C(N)C=CC=1F, predict the reaction product. The product is: [Cl:59][C:7]1[CH:2]=[C:3]([NH:9][C:10]2[CH:15]=[CH:14][C:13]([C:16]([C:18]3[CH:23]=[C:22]([N:24]4[CH:28]=[C:27]([CH2:29][CH2:30][OH:31])[N:26]=[N:25]4)[CH:21]=[CH:20][C:19]=3[CH3:32])=[O:17])=[C:12]([CH3:33])[CH:11]=2)[CH:4]=[CH:5][C:6]=1[F:8].